Dataset: Reaction yield outcomes from USPTO patents with 853,638 reactions. Task: Predict the reaction yield, written as a fraction of the theoretical maximum amount of product (1.0 means a 100% yield; for example, 0.34 means a 34% yield). (1) The reactants are [C:1]([O:8]CC)(=[O:7])[C:2](OCC)=O.[O-]CC.[K+].[N+:15]([C:18]1[CH:23]=[CH:22][CH:21]=[C:20]([CH3:24])[C:19]=1C)([O-:17])=[O:16]. The catalyst is CCOCC. The product is [CH3:24][C:20]1[CH:21]=[CH:22][CH:23]=[C:18]([N+:15]([O-:17])=[O:16])[C:19]=1[CH2:2][C:1]([OH:8])=[O:7]. The yield is 0.450. (2) The reactants are [Cl:1][C:2]1[CH:3]=[C:4]([C:9]2([C:24]([F:27])([F:26])[F:25])[O:13][N:12]=[C:11]([C:14]3[CH:22]=[CH:21][C:17]([C:18]([OH:20])=O)=[C:16]([CH3:23])[CH:15]=3)[CH2:10]2)[CH:5]=[C:6]([Cl:8])[CH:7]=1.CCN(CC)CC.CN(C(ON1N=NC2C=CC=NC1=2)=[N+](C)C)C.F[P-](F)(F)(F)(F)F.Cl.[NH2:60][CH2:61][C:62]1[CH:73]=[CH:72][C:65]2[B:66]([OH:71])[O:67][C:68]([CH3:70])([CH3:69])[C:64]=2[CH:63]=1.Cl. The catalyst is C(#N)C.CC(=O)OCC. The product is [Cl:8][C:6]1[CH:5]=[C:4]([C:9]2([C:24]([F:26])([F:27])[F:25])[O:13][N:12]=[C:11]([C:14]3[CH:22]=[CH:21][C:17]([C:18]([NH:60][CH2:61][C:62]4[CH:73]=[CH:72][C:65]5[B:66]([OH:71])[O:67][C:68]([CH3:70])([CH3:69])[C:64]=5[CH:63]=4)=[O:20])=[C:16]([CH3:23])[CH:15]=3)[CH2:10]2)[CH:3]=[C:2]([Cl:1])[CH:7]=1. The yield is 0.188. (3) The reactants are C([O:8][C:9]1[CH:14]=[CH:13][N:12]([CH2:15][CH:16]2[CH2:18][CH2:17]2)[C:11](=[O:19])[CH:10]=1)C1C=CC=CC=1. The catalyst is [Pd].C(O)C. The product is [CH:16]1([CH2:15][N:12]2[CH:13]=[CH:14][C:9]([OH:8])=[CH:10][C:11]2=[O:19])[CH2:17][CH2:18]1. The yield is 1.00. (4) The reactants are Cl.[CH:2]([C@:5]1([C:11]([N:13]2[CH2:18][CH:17]=[C:16]([C:19]3[CH:24]=[CH:23][CH:22]=[CH:21][CH:20]=3)[CH2:15][CH2:14]2)=[O:12])[CH2:9][CH2:8][C@@H:7]([NH2:10])[CH2:6]1)([CH3:4])[CH3:3].[O:25]1C[CH2:29][C:28](=[O:31])[CH2:27][CH2:26]1.C(N(CC)CC)C.[C:39](O[BH-](OC(=O)C)OC(=O)C)(=[O:41])C.[Na+].[C:53]([O-])(O)=O.[Na+]. The catalyst is C(Cl)Cl. The product is [NH4+:10].[OH-:12].[CH3:26][OH:25].[CH:2]([C@:5]1([C:11]([N:13]2[CH2:14][CH:15]=[C:16]([C:19]3[CH:20]=[CH:21][CH:22]=[CH:23][CH:24]=3)[CH2:17][CH2:18]2)=[O:12])[CH2:9][CH2:8][C@@H:7]([NH:10][C:39](=[O:41])[O:31][C:28]([CH3:27])([CH3:29])[CH3:53])[CH2:6]1)([CH3:4])[CH3:3]. The yield is 0.0100. (5) The catalyst is C(O)(C(F)(F)F)=O. The reactants are C([O:8][C:9]1[CH:14]=[CH:13][C:12]([N:15]2[C:23]3[C:22]4[CH:24]=[C:25]([NH:28][C:29](=[O:37])[C:30]5[CH:35]=[CH:34][CH:33]=[CH:32][C:31]=5[Cl:36])[CH:26]=[CH:27][C:21]=4[CH2:20][CH2:19][C:18]=3[C:17]([C:38]([NH2:40])=[O:39])=[N:16]2)=[CH:11][CH:10]=1)C1C=CC=CC=1. The product is [Cl:36][C:31]1[CH:32]=[CH:33][CH:34]=[CH:35][C:30]=1[C:29]([NH:28][C:25]1[CH:26]=[CH:27][C:21]2[CH2:20][CH2:19][C:18]3[C:17]([C:38]([NH2:40])=[O:39])=[N:16][N:15]([C:12]4[CH:11]=[CH:10][C:9]([OH:8])=[CH:14][CH:13]=4)[C:23]=3[C:22]=2[CH:24]=1)=[O:37]. The yield is 0.830. (6) The reactants are [CH:1]1([CH:7]([C:18]2[CH:22]=[C:21]([CH:23]3[CH2:28][CH2:27][CH2:26][CH2:25][CH2:24]3)[S:20][C:19]=2[CH2:29][CH3:30])[O:8][C:9]2[CH:17]=[CH:16][C:12]([C:13](O)=[O:14])=[CH:11][CH:10]=2)[CH2:6][CH2:5][CH2:4][CH2:3][CH2:2]1.[CH3:31][NH:32][CH2:33][CH2:34][C:35]([O:37]CC)=[O:36]. No catalyst specified. The product is [CH:1]1([CH:7]([C:18]2[CH:22]=[C:21]([CH:23]3[CH2:28][CH2:27][CH2:26][CH2:25][CH2:24]3)[S:20][C:19]=2[CH2:29][CH3:30])[O:8][C:9]2[CH:17]=[CH:16][C:12]([C:13]([N:32]([CH3:31])[CH2:33][CH2:34][C:35]([OH:37])=[O:36])=[O:14])=[CH:11][CH:10]=2)[CH2:2][CH2:3][CH2:4][CH2:5][CH2:6]1. The yield is 0.430. (7) The reactants are [CH3:1][O:2][C:3]1[C:4]([NH2:9])=[CH:5][CH:6]=[CH:7][CH:8]=1.[Br:10]C1C(=O)C(Br)=CC(Br)(Br)C=1. The catalyst is ClCCl. The product is [Br:10][C:7]1[CH:6]=[CH:5][C:4]([NH2:9])=[C:3]([O:2][CH3:1])[CH:8]=1. The yield is 0.890.